Dataset: NCI-60 drug combinations with 297,098 pairs across 59 cell lines. Task: Regression. Given two drug SMILES strings and cell line genomic features, predict the synergy score measuring deviation from expected non-interaction effect. (1) Drug 1: C1CN1P(=S)(N2CC2)N3CC3. Drug 2: C1CN(P(=O)(OC1)NCCCl)CCCl. Cell line: M14. Synergy scores: CSS=-0.241, Synergy_ZIP=-5.57, Synergy_Bliss=-4.60, Synergy_Loewe=-13.8, Synergy_HSA=-4.32. (2) Cell line: KM12. Synergy scores: CSS=15.5, Synergy_ZIP=-2.61, Synergy_Bliss=-1.57, Synergy_Loewe=-20.2, Synergy_HSA=-4.77. Drug 1: C1C(C(OC1N2C=NC(=NC2=O)N)CO)O. Drug 2: C(CN)CNCCSP(=O)(O)O. (3) Cell line: SR. Drug 2: CS(=O)(=O)C1=CC(=C(C=C1)C(=O)NC2=CC(=C(C=C2)Cl)C3=CC=CC=N3)Cl. Drug 1: CC12CCC(CC1=CCC3C2CCC4(C3CC=C4C5=CN=CC=C5)C)O. Synergy scores: CSS=39.5, Synergy_ZIP=-12.5, Synergy_Bliss=-2.69, Synergy_Loewe=-0.292, Synergy_HSA=-0.0734. (4) Drug 1: C1CN1C2=NC(=NC(=N2)N3CC3)N4CC4. Drug 2: CC1C(C(CC(O1)OC2CC(CC3=C2C(=C4C(=C3O)C(=O)C5=C(C4=O)C(=CC=C5)OC)O)(C(=O)C)O)N)O.Cl. Cell line: PC-3. Synergy scores: CSS=28.3, Synergy_ZIP=-1.12, Synergy_Bliss=5.35, Synergy_Loewe=2.31, Synergy_HSA=7.74. (5) Drug 1: CCCS(=O)(=O)NC1=C(C(=C(C=C1)F)C(=O)C2=CNC3=C2C=C(C=N3)C4=CC=C(C=C4)Cl)F. Synergy scores: CSS=37.1, Synergy_ZIP=-1.77, Synergy_Bliss=-3.32, Synergy_Loewe=-39.9, Synergy_HSA=-3.14. Cell line: HT29. Drug 2: C1CNP(=O)(OC1)N(CCCl)CCCl. (6) Drug 1: C1=NC2=C(N1)C(=S)N=C(N2)N. Drug 2: C1=NC(=NC(=O)N1C2C(C(C(O2)CO)O)O)N. Cell line: SN12C. Synergy scores: CSS=28.8, Synergy_ZIP=-7.29, Synergy_Bliss=-0.486, Synergy_Loewe=0.282, Synergy_HSA=0.658. (7) Drug 1: C1CCC(CC1)NC(=O)N(CCCl)N=O. Drug 2: N.N.Cl[Pt+2]Cl. Cell line: HOP-62. Synergy scores: CSS=12.0, Synergy_ZIP=-0.458, Synergy_Bliss=4.82, Synergy_Loewe=-1.01, Synergy_HSA=-0.121.